Dataset: Forward reaction prediction with 1.9M reactions from USPTO patents (1976-2016). Task: Predict the product of the given reaction. (1) Given the reactants [ClH:1].[NH:2]1[C:6]2[CH:7]=[CH:8][CH:9]=[CH:10][C:5]=2[N:4]=[N:3]1.[N:11]#[C:12][NH2:13], predict the reaction product. The product is: [ClH:1].[N:2]1([C:12](=[NH:11])[NH2:13])[C:6]2[CH:7]=[CH:8][CH:9]=[CH:10][C:5]=2[N:4]=[N:3]1. (2) Given the reactants [CH3:1][S:2][C:3]1[CH:4]=[C:5]2[C:9](=C[CH:11]=1)[NH:8][CH2:7][CH2:6]2.[NH:12]1C2=NC=CC=C2CC1, predict the reaction product. The product is: [CH3:1][S:2][C:3]1[CH:4]=[C:5]2[CH2:6][CH2:7][NH:8][C:9]2=[N:12][CH:11]=1.